This data is from Catalyst prediction with 721,799 reactions and 888 catalyst types from USPTO. The task is: Predict which catalyst facilitates the given reaction. (1) Product: [CH3:40][O:39][C:37]([N:36]1[CH2:41][C:42](=[O:44])[N:31]2[CH:30]([C:28]([O:27][CH2:25][CH3:26])=[O:29])[CH2:34][CH2:33][CH:32]2[CH2:35]1)=[O:38]. Reactant: CN(C(ON1N=NC2C=CC=NC1=2)=[N+](C)C)C.F[P-](F)(F)(F)(F)F.[CH2:25]([O:27][C:28]([CH:30]1[CH2:34][CH2:33][CH:32]([CH2:35][N:36]([CH2:41][C:42]([OH:44])=O)[C:37]([O:39][CH3:40])=[O:38])[NH:31]1)=[O:29])[CH3:26].CN1CCOCC1. The catalyst class is: 9. (2) Reactant: [Na].[OH:2][C:3]1[CH:4]=[C:5]([CH:44]=[CH:45][C:46]=1[CH3:47])[CH2:6][O:7][CH:8]1[CH:13]([C:14]2[CH:19]=[CH:18][C:17]([O:20][CH2:21][CH2:22][CH2:23][O:24][CH2:25][C:26]3[CH:31]=[CH:30][CH:29]=[CH:28][C:27]=3[O:32][CH3:33])=[CH:16][CH:15]=2)[CH2:12][CH2:11][N:10]([C:34]([O:36][CH2:37][C:38]2[CH:43]=[CH:42][CH:41]=[CH:40][CH:39]=2)=[O:35])[CH2:9]1.[C:48]([O:52][CH3:53])(=[O:51])[CH:49]=[CH2:50]. Product: [CH3:33][O:32][C:27]1[CH:28]=[CH:29][CH:30]=[CH:31][C:26]=1[CH2:25][O:24][CH2:23][CH2:22][CH2:21][O:20][C:17]1[CH:18]=[CH:19][C:14]([CH:13]2[CH2:12][CH2:11][N:10]([C:34]([O:36][CH2:37][C:38]3[CH:43]=[CH:42][CH:41]=[CH:40][CH:39]=3)=[O:35])[CH2:9][CH:8]2[O:7][CH2:6][C:5]2[CH:44]=[CH:45][C:46]([CH3:47])=[C:3]([O:2][CH2:50][CH2:49][C:48]([O:52][CH3:53])=[O:51])[CH:4]=2)=[CH:15][CH:16]=1. The catalyst class is: 8. (3) Reactant: C(N(CC)CC)C.[Cl:8][C:9]1[CH:14]=[CH:13][C:12]([C:15]2[N:20]=[C:19](Cl)[C:18]([Cl:22])=[C:17]([C:23]([O:25][CH3:26])=[O:24])[N:16]=2)=[C:11]([F:27])[C:10]=1[O:28][CH3:29].Cl.[N+:31]([C:34]1[CH:41]=[CH:40][CH:39]=[CH:38][C:35]=1[CH2:36][NH2:37])([O-:33])=[O:32].C(OCC)(=O)C. Product: [Cl:22][C:18]1[C:19]([NH:37][CH2:36][C:35]2[CH:38]=[CH:39][CH:40]=[CH:41][C:34]=2[N+:31]([O-:33])=[O:32])=[N:20][C:15]([C:12]2[CH:13]=[CH:14][C:9]([Cl:8])=[C:10]([O:28][CH3:29])[C:11]=2[F:27])=[N:16][C:17]=1[C:23]([O:25][CH3:26])=[O:24]. The catalyst class is: 4. (4) Reactant: [O:1]=[S:2]1(=[O:57])[CH2:7][CH2:6][N:5]([CH2:8][CH2:9][NH:10][C@:11]23[CH2:53][CH2:52][C@@H:51]([CH:54]([CH3:56])[CH3:55])[C@@H:12]2[C@@H:13]2[C@@:26]([CH3:29])([CH2:27][CH2:28]3)[C@@:25]3([CH3:30])[C@@H:16]([C@:17]4([CH3:50])[C@@H:22]([CH2:23][CH2:24]3)[C:21]([CH3:32])([CH3:31])[C:20]([C:33]3[CH2:38][CH2:37][C@:36]([CH2:48][F:49])([C:39]([O:41]CC[Si](C)(C)C)=[O:40])[CH2:35][CH:34]=3)=[CH:19][CH2:18]4)[CH2:15][CH2:14]2)[CH2:4][CH2:3]1.CCCC[N+](CCCC)(CCCC)CCCC.[F-]. Product: [O:57]=[S:2]1(=[O:1])[CH2:3][CH2:4][N:5]([CH2:8][CH2:9][NH:10][C@:11]23[CH2:53][CH2:52][C@@H:51]([CH:54]([CH3:55])[CH3:56])[C@@H:12]2[C@@H:13]2[C@@:26]([CH3:29])([CH2:27][CH2:28]3)[C@@:25]3([CH3:30])[C@@H:16]([C@:17]4([CH3:50])[C@@H:22]([CH2:23][CH2:24]3)[C:21]([CH3:32])([CH3:31])[C:20]([C:33]3[CH2:38][CH2:37][C@:36]([CH2:48][F:49])([C:39]([OH:41])=[O:40])[CH2:35][CH:34]=3)=[CH:19][CH2:18]4)[CH2:15][CH2:14]2)[CH2:6][CH2:7]1. The catalyst class is: 12. (5) Reactant: [F:1][C:2]1[CH:7]=[CH:6][C:5]([C:8]2([C:46]3[CH:51]=[CH:50][C:49]([F:52])=[CH:48][CH:47]=3)[C@H:12]([C:13]3[CH:18]=[CH:17][CH:16]=[CH:15][CH:14]=3)[N:11]([CH2:19][C:20]([N:22](CC3C=CC(OC)=CC=3OC)CC3C=CC(OC)=CC=3OC)=[O:21])[C:10](=[O:45])[NH:9]2)=[CH:4][CH:3]=1.B(F)(F)F.CCOCC. Product: [F:52][C:49]1[CH:50]=[CH:51][C:46]([C:8]2([C:5]3[CH:4]=[CH:3][C:2]([F:1])=[CH:7][CH:6]=3)[C@H:12]([C:13]3[CH:14]=[CH:15][CH:16]=[CH:17][CH:18]=3)[N:11]([CH2:19][C:20]([NH2:22])=[O:21])[C:10](=[O:45])[NH:9]2)=[CH:47][CH:48]=1. The catalyst class is: 2. (6) Reactant: Cl.[C@@H:2]12[NH:9][C@@H:6]([CH2:7][CH2:8]1)[CH2:5][N:4]([C:10]1[CH:15]=[CH:14][N:13]=[C:12]([NH:16][C:17]3[CH:18]=[N:19][N:20]([CH3:22])[CH:21]=3)[N:11]=1)[CH2:3]2.[C:23]([CH2:25][NH:26][C:27](N1C=CN=C1)=[O:28])#[N:24].C(N(CC)CC)C. Product: [C:23]([CH2:25][NH:26][C:27]([N:9]1[C@H:6]2[CH2:7][CH2:8][C@@H:2]1[CH2:3][N:4]([C:10]1[CH:15]=[CH:14][N:13]=[C:12]([NH:16][C:17]3[CH:18]=[N:19][N:20]([CH3:22])[CH:21]=3)[N:11]=1)[CH2:5]2)=[O:28])#[N:24]. The catalyst class is: 14. (7) Reactant: [S:1](Cl)(Cl)(=[O:3])=[O:2].[C:6]1([C:12]2[N:13]=[CH:14][S:15][C:16]=2[N:17]2C(=O)C3=CC=CC=C3C2=O)[CH:11]=[CH:10][CH:9]=[CH:8][CH:7]=1.[NH3:28]. Product: [NH2:17][C:16]1[S:15][C:14]([S:1]([NH2:28])(=[O:3])=[O:2])=[N:13][C:12]=1[C:6]1[CH:11]=[CH:10][CH:9]=[CH:8][CH:7]=1.[NH2:17][C:16]1[S:15][CH:14]=[N:13][C:12]=1[C:6]1[CH:11]=[CH:10][CH:9]=[CH:8][CH:7]=1. The catalyst class is: 98.